This data is from Full USPTO retrosynthesis dataset with 1.9M reactions from patents (1976-2016). The task is: Predict the reactants needed to synthesize the given product. (1) Given the product [CH2:2]([O:1][C:8]1[CH:9]=[CH:10][C:11]([CH2:14][C:15]([NH:55][C:52]2[CH:53]=[C:54]3[C:49](=[CH:50][CH:51]=2)[NH:48][N:47]=[C:46]3[N:43]2[CH2:44][CH2:45][N:40]([CH3:39])[CH2:41][CH2:42]2)=[O:17])=[CH:12][CH:13]=1)[C:7]1[CH:6]=[CH:5][CH:4]=[CH:3][CH:18]=1, predict the reactants needed to synthesize it. The reactants are: [O:1]([C:8]1[CH:13]=[CH:12][C:11]([CH2:14][C:15]([OH:17])=O)=[CH:10][CH:9]=1)[C:2]1[CH:7]=[CH:6][CH:5]=[CH:4][CH:3]=1.[CH2:18](Cl)CCl.C1C=CC2N(O)N=NC=2C=1.CCN(CC)CC.[CH3:39][N:40]1[CH2:45][CH2:44][N:43]([C:46]2[C:54]3[C:49](=[CH:50][CH:51]=[C:52]([NH2:55])[CH:53]=3)[NH:48][N:47]=2)[CH2:42][CH2:41]1. (2) Given the product [F:23][C:24]([F:35])([F:34])[C:25]([C:5]1[S:1][C:2]([N:6]2[CH2:7][CH2:8][CH:9]([O:12][C:13]3[CH:18]=[CH:17][CH:16]=[CH:15][C:14]=3[C:19]([F:22])([F:20])[F:21])[CH2:10][CH2:11]2)=[N:3][CH:4]=1)=[O:26], predict the reactants needed to synthesize it. The reactants are: [S:1]1[CH:5]=[CH:4][N:3]=[C:2]1[N:6]1[CH2:11][CH2:10][CH:9]([O:12][C:13]2[CH:18]=[CH:17][CH:16]=[CH:15][C:14]=2[C:19]([F:22])([F:21])[F:20])[CH2:8][CH2:7]1.[F:23][C:24]([F:35])([F:34])[C:25](O[C:25](=[O:26])[C:24]([F:35])([F:34])[F:23])=[O:26]. (3) Given the product [CH3:26][N:25]1[C:21]([C:10]2[CH:11]=[C:12]([C:15]3[CH:16]=[CH:17][CH:18]=[CH:19][CH:20]=3)[CH:13]=[CH:14][C:9]=2[OH:8])=[CH:22][CH:23]=[N:24]1, predict the reactants needed to synthesize it. The reactants are: C([O:8][C:9]1[CH:14]=[CH:13][C:12]([C:15]2[CH:20]=[CH:19][CH:18]=[CH:17][CH:16]=2)=[CH:11][C:10]=1[C:21]1[N:25]([CH3:26])[N:24]=[CH:23][CH:22]=1)C1C=CC=CC=1. (4) Given the product [CH2:28]([O:27][C:21]1[CH:20]=[C:19]([CH:13]([N:6]2[C:5](=[O:30])[C:4]3[C:8](=[CH:9][CH:10]=[CH:11][C:3]=3[CH2:2][NH:1][C:31](=[O:33])[CH3:32])[C:7]2=[O:12])[CH2:14][S:15]([CH3:18])(=[O:17])=[O:16])[CH:24]=[CH:23][C:22]=1[O:25][CH3:26])[CH3:29], predict the reactants needed to synthesize it. The reactants are: [NH2:1][CH2:2][C:3]1[CH:11]=[CH:10][CH:9]=[C:8]2[C:4]=1[C:5](=[O:30])[N:6]([CH:13]([C:19]1[CH:24]=[CH:23][C:22]([O:25][CH3:26])=[C:21]([O:27][CH2:28][CH3:29])[CH:20]=1)[CH2:14][S:15]([CH3:18])(=[O:17])=[O:16])[C:7]2=[O:12].[C:31](OC(=O)C)(=[O:33])[CH3:32]. (5) Given the product [C:12]([C:9]1[CH:8]=[CH:7][C:6]([CH:4]([CH3:5])[C:3]([OH:16])=[O:2])=[CH:11][CH:10]=1)([CH3:15])([CH3:13])[CH3:14], predict the reactants needed to synthesize it. The reactants are: C[O:2][C:3](=[O:16])[CH:4]([C:6]1[CH:11]=[CH:10][C:9]([C:12]([CH3:15])([CH3:14])[CH3:13])=[CH:8][CH:7]=1)[CH3:5].[OH-].[Li+]. (6) Given the product [N:66]1([C:63]2[N:62]=[CH:61][C:60]([NH:59][C:6]([N:8]3[CH2:13][CH2:12][CH:11]([C:14]4[C:23]5[C:18](=[CH:19][C:20]([O:24][CH2:25][CH2:26][CH2:27][N:28]6[CH:32]=[N:31][N:30]=[CH:29]6)=[CH:21][CH:22]=5)[N:17]=[CH:16][N:15]=4)[CH2:10][CH2:9]3)=[O:7])=[CH:65][CH:64]=2)[CH2:71][CH2:70][O:69][CH2:68][CH2:67]1.[C:1]([O:5][C:6]([N:8]1[CH2:13][CH2:12][CH:11]([C:14]2[C:23]3[C:18](=[CH:19][C:35]([F:38])=[CH:33][CH:22]=3)[N:17]=[CH:16][N:15]=2)[CH2:10][CH2:9]1)=[O:7])([CH3:4])([CH3:3])[CH3:2], predict the reactants needed to synthesize it. The reactants are: [C:1]([O:5][C:6]([N:8]1[CH2:13][CH2:12][CH:11]([C:14]2[C:23]3[C:18](=[CH:19][C:20]([O:24][CH2:25][CH2:26][CH2:27][N:28]4[CH:32]=[N:31][N:30]=[CH:29]4)=[CH:21][CH:22]=3)[N:17]=[CH:16][N:15]=2)[CH2:10][CH2:9]1)=[O:7])([CH3:4])([CH3:3])[CH3:2].[C:33](O)([C:35]([F:38])(F)F)=O.[Al].CN(CCO)C.Cl.[N+](C1C=CC(OC(=O)[NH:59][C:60]2[CH:61]=[N:62][C:63]([N:66]3[CH2:71][CH2:70][O:69][CH2:68][CH2:67]3)=[CH:64][CH:65]=2)=CC=1)([O-])=O. (7) Given the product [OH:8][C:9]1[CH:14]=[C:13]([C:15]2[S:19][CH:18]=[N:17][CH:16]=2)[CH:12]=[CH:11][C:10]=1[N:20]1[S:24](=[O:26])(=[O:25])[NH:23][C:22](=[O:27])[CH2:21]1, predict the reactants needed to synthesize it. The reactants are: C([O:8][C:9]1[CH:14]=[C:13]([C:15]2[S:19][CH:18]=[N:17][CH:16]=2)[CH:12]=[CH:11][C:10]=1[N:20]1[S:24](=[O:26])(=[O:25])[NH:23][C:22](=[O:27])[CH2:21]1)C1C=CC=CC=1. (8) Given the product [Cl:34][C:29]1[CH:30]=[C:31]2[C:26](=[CH:27][CH:28]=1)[CH:25]=[C:24]([S:21]([N:18]1[CH2:19][CH2:20][N:15]([CH2:14][C:2]3([NH:1][C:36]([O:37][CH2:38][CH2:43][O:66][CH3:65])=[O:52])[CH2:7][CH2:6][N:5]([C:8]4[CH:9]=[CH:10][N:11]=[CH:12][CH:13]=4)[CH2:4][CH2:3]3)[C:16](=[O:35])[CH2:17]1)(=[O:22])=[O:23])[CH:33]=[CH:32]2, predict the reactants needed to synthesize it. The reactants are: [NH2:1][C:2]1([CH2:14][N:15]2[CH2:20][CH2:19][N:18]([S:21]([C:24]3[CH:33]=[CH:32][C:31]4[C:26](=[CH:27][CH:28]=[C:29]([Cl:34])[CH:30]=4)[CH:25]=3)(=[O:23])=[O:22])[CH2:17][C:16]2=[O:35])[CH2:7][CH2:6][N:5]([C:8]2[CH:13]=[CH:12][N:11]=[CH:10][CH:9]=2)[CH2:4][CH2:3]1.[C:36](=[O:52])([O-])[O:37][C:38]1[CH:43]=CC([N+]([O-])=O)=CC=1CCOC.C(N(C(C)C)C(C)C)C.CN([CH:65]=[O:66])C.